Predict which catalyst facilitates the given reaction. From a dataset of Catalyst prediction with 721,799 reactions and 888 catalyst types from USPTO. (1) Reactant: [H-].[Al+3].[Li+].[H-].[H-].[H-].[O:7]1[C:11]2([CH2:16][CH2:15][CH:14]([C:17]#[N:18])[CH2:13][CH2:12]2)[O:10][CH2:9][CH2:8]1. Product: [O:7]1[C:11]2([CH2:16][CH2:15][CH:14]([CH2:17][NH2:18])[CH2:13][CH2:12]2)[O:10][CH2:9][CH2:8]1. The catalyst class is: 1. (2) Reactant: O.NN.[CH3:4][C:5]1[C:9]([CH:10]([O:39][CH2:40][CH2:41][N:42]2C(=O)C3C(=CC=CC=3)C2=O)[C:11]2[O:12][C:13]3[CH:19]=[CH:18][C:17]([CH2:20][C:21]([NH:23][CH:24]([C:31]4[CH:36]=[CH:35][C:34]([CH3:37])=[CH:33][C:32]=4[CH3:38])[C:25]4[CH:30]=[CH:29][CH:28]=[CH:27][CH:26]=4)=[O:22])=[CH:16][C:14]=3[CH:15]=2)=[C:8]([CH3:53])[O:7][N:6]=1. The catalyst class is: 5. Product: [NH2:42][CH2:41][CH2:40][O:39][CH:10]([C:9]1[C:5]([CH3:4])=[N:6][O:7][C:8]=1[CH3:53])[C:11]1[O:12][C:13]2[CH:19]=[CH:18][C:17]([CH2:20][C:21]([NH:23][CH:24]([C:31]3[CH:36]=[CH:35][C:34]([CH3:37])=[CH:33][C:32]=3[CH3:38])[C:25]3[CH:26]=[CH:27][CH:28]=[CH:29][CH:30]=3)=[O:22])=[CH:16][C:14]=2[CH:15]=1.